The task is: Regression. Given two drug SMILES strings and cell line genomic features, predict the synergy score measuring deviation from expected non-interaction effect.. This data is from NCI-60 drug combinations with 297,098 pairs across 59 cell lines. Drug 1: CNC(=O)C1=CC=CC=C1SC2=CC3=C(C=C2)C(=NN3)C=CC4=CC=CC=N4. Drug 2: C1=NC2=C(N=C(N=C2N1C3C(C(C(O3)CO)O)O)F)N. Cell line: UACC-257. Synergy scores: CSS=-2.60, Synergy_ZIP=0.757, Synergy_Bliss=-2.51, Synergy_Loewe=-4.85, Synergy_HSA=-4.15.